From a dataset of Full USPTO retrosynthesis dataset with 1.9M reactions from patents (1976-2016). Predict the reactants needed to synthesize the given product. (1) Given the product [F:16][C:17]1[C:22]([F:23])=[CH:21][CH:20]=[CH:19][C:18]=1[C:24]1[N:29]=[C:28]([N:30]2[CH2:35][CH2:34][N:33]([C:8]([NH:7][C:3]3[N:2]=[N:1][CH:6]=[CH:5][CH:4]=3)=[O:15])[CH2:32][CH2:31]2)[CH:27]=[CH:26][N:25]=1, predict the reactants needed to synthesize it. The reactants are: [N:1]1[CH:6]=[CH:5][CH:4]=[C:3]([NH:7][C:8](=[O:15])OCC(Cl)(Cl)Cl)[N:2]=1.[F:16][C:17]1[C:22]([F:23])=[CH:21][CH:20]=[CH:19][C:18]=1[C:24]1[N:29]=[C:28]([N:30]2[CH2:35][CH2:34][NH:33][CH2:32][CH2:31]2)[CH:27]=[CH:26][N:25]=1. (2) Given the product [CH3:22][O:17][C:16](=[O:18])[CH:15]([C:11]1[CH:12]=[CH:13][CH:14]=[C:9]([O:2][C:3]2[CH:4]=[CH:5][CH:6]=[CH:7][CH:8]=2)[CH:10]=1)[CH3:19], predict the reactants needed to synthesize it. The reactants are: O.[O:2]([C:9]1[CH:10]=[C:11]([CH:15]([CH3:19])[C:16]([O-:18])=[O:17])[CH:12]=[CH:13][CH:14]=1)[C:3]1[CH:8]=[CH:7][CH:6]=[CH:5][CH:4]=1.[Ca+2].O(C1C=C(C(C)C([O-])=O)C=CC=1)[C:22]1C=CC=CC=1.OS(O)(=O)=O. (3) Given the product [NH:47]1[C:44]([NH:53][C:3]([C:5]2[CH:28]=[CH:27][C:8]([CH2:9][N:10]3[C:14]([C:15]([NH:36][C:35]4[CH:37]=[CH:38][C:32]([O:31][C:30]([F:39])([F:40])[F:29])=[CH:33][CH:34]=4)=[O:17])=[CH:13][C:12]([C:18]4[CH:19]=[C:20]([F:26])[C:21]([F:25])=[C:22]([F:24])[CH:23]=4)=[N:11]3)=[CH:7][CH:6]=2)=[O:4])=[N:45][N:49]=[N:48]1, predict the reactants needed to synthesize it. The reactants are: CO[C:3]([C:5]1[CH:28]=[CH:27][C:8]([CH2:9][N:10]2[C:14]([C:15]([OH:17])=O)=[CH:13][C:12]([C:18]3[CH:23]=[C:22]([F:24])[C:21]([F:25])=[C:20]([F:26])[CH:19]=3)=[N:11]2)=[CH:7][CH:6]=1)=[O:4].[F:29][C:30]([F:40])([F:39])[O:31][C:32]1[CH:38]=[CH:37][C:35]([NH2:36])=[CH:34][CH:33]=1.C1C=[N:45][C:44]2[N:47](O)[N:48]=[N:49]C=2C=1.CC[N:53](C(C)C)C(C)C.C(Cl)CCl. (4) Given the product [CH:41]1([N:37]2[CH2:38][CH2:39][CH2:40][N:34]([C:32]([CH:30]3[CH2:29][N:28]([C:10]([C:9]4[CH:8]=[CH:7][C:6]([N:1]5[CH:5]=[CH:4][N:3]=[CH:2]5)=[CH:14][CH:13]=4)=[O:12])[CH2:31]3)=[O:33])[CH2:35][CH2:36]2)[CH2:44][CH2:43][CH2:42]1, predict the reactants needed to synthesize it. The reactants are: [N:1]1([C:6]2[CH:14]=[CH:13][C:9]([C:10]([OH:12])=O)=[CH:8][CH:7]=2)[CH:5]=[CH:4][N:3]=[CH:2]1.C(Cl)(=O)C(Cl)=O.C(N(CC)CC)C.[NH:28]1[CH2:31][CH:30]([C:32]([N:34]2[CH2:40][CH2:39][CH2:38][N:37]([CH:41]3[CH2:44][CH2:43][CH2:42]3)[CH2:36][CH2:35]2)=[O:33])[CH2:29]1.